From a dataset of Reaction yield outcomes from USPTO patents with 853,638 reactions. Predict the reaction yield, written as a fraction of the theoretical maximum amount of product (1.0 means a 100% yield; for example, 0.34 means a 34% yield). The reactants are [CH3:1][C:2]([CH3:13])([CH3:12])[C:3]([NH:5][C:6]1[CH:11]=[CH:10][CH:9]=[CH:8][N:7]=1)=[O:4].CN(C)CCN(C)C.C([Li])CCC.[I:27]I.S([O-])([O-])(=O)=S.[Na+].[Na+]. The catalyst is O.O1CCCC1. The product is [I:27][C:11]1[C:6]([NH:5][C:3](=[O:4])[C:2]([CH3:13])([CH3:12])[CH3:1])=[N:7][CH:8]=[CH:9][CH:10]=1. The yield is 0.570.